This data is from Forward reaction prediction with 1.9M reactions from USPTO patents (1976-2016). The task is: Predict the product of the given reaction. Given the reactants C([N:4]([CH2:40][CH:41]=[CH2:42])[S:5]([C:8]1[CH:13]=[CH:12][C:11]([N:14]2[C:22]3[C:21]4[CH:23]=[C:24]([NH:27][C:28](=[O:36])[C:29]5[CH:34]=[CH:33][CH:32]=[CH:31][C:30]=5[Cl:35])[CH:25]=[CH:26][C:20]=4[CH2:19][CH2:18][C:17]=3[C:16]([C:37]([NH2:39])=[O:38])=[N:15]2)=[CH:10][CH:9]=1)(=[O:7])=[O:6])(=O)C, predict the reaction product. The product is: [CH2:40]([NH:4][S:5]([C:8]1[CH:9]=[CH:10][C:11]([N:14]2[C:22]3[C:21]4[CH:23]=[C:24]([NH:27][C:28](=[O:36])[C:29]5[CH:34]=[CH:33][CH:32]=[CH:31][C:30]=5[Cl:35])[CH:25]=[CH:26][C:20]=4[CH2:19][CH2:18][C:17]=3[C:16]([C:37]([NH2:39])=[O:38])=[N:15]2)=[CH:12][CH:13]=1)(=[O:7])=[O:6])[CH:41]=[CH2:42].